From a dataset of Peptide-MHC class I binding affinity with 185,985 pairs from IEDB/IMGT. Regression. Given a peptide amino acid sequence and an MHC pseudo amino acid sequence, predict their binding affinity value. This is MHC class I binding data. (1) The peptide sequence is IYYFDGNSW. The MHC is HLA-A30:02 with pseudo-sequence HLA-A30:02. The binding affinity (normalized) is 0.259. (2) The peptide sequence is LAEYIRHRNT. The MHC is HLA-A02:03 with pseudo-sequence HLA-A02:03. The binding affinity (normalized) is 0.117. (3) The peptide sequence is AMHDKKIDI. The MHC is HLA-A02:02 with pseudo-sequence HLA-A02:02. The binding affinity (normalized) is 0.0985. (4) The binding affinity (normalized) is 0. The peptide sequence is WIKNLETYT. The MHC is HLA-A03:01 with pseudo-sequence HLA-A03:01. (5) The peptide sequence is RRRKGWIPL. The MHC is HLA-A24:03 with pseudo-sequence HLA-A24:03. The binding affinity (normalized) is 0.213. (6) The peptide sequence is YEGDLRVTF. The MHC is HLA-B40:01 with pseudo-sequence HLA-B40:01. The binding affinity (normalized) is 0.799. (7) The peptide sequence is LVDILAGYGA. The MHC is Mamu-A02 with pseudo-sequence Mamu-A02. The binding affinity (normalized) is 0.